From a dataset of Full USPTO retrosynthesis dataset with 1.9M reactions from patents (1976-2016). Predict the reactants needed to synthesize the given product. (1) Given the product [CH2:32]([O:34][C:35]1[CH:36]=[C:37]([CH:47]=[CH:48][CH:49]=1)[O:38][C:39]1[CH:46]=[CH:45][C:42]([CH2:43][NH:44][C:4](=[O:6])[C:3]2[CH:7]=[CH:8][CH:9]=[N:10][C:2]=2[NH2:1])=[CH:41][CH:40]=1)[CH3:33], predict the reactants needed to synthesize it. The reactants are: [NH2:1][C:2]1[N:10]=[CH:9][CH:8]=[CH:7][C:3]=1[C:4]([OH:6])=O.ON1C2C=CC=CC=2N=N1.CCN=C=NCCCN(C)C.[CH2:32]([O:34][C:35]1[CH:36]=[C:37]([CH:47]=[CH:48][CH:49]=1)[O:38][C:39]1[CH:46]=[CH:45][C:42]([CH2:43][NH2:44])=[CH:41][CH:40]=1)[CH3:33].C(=O)(O)[O-].[Na+]. (2) Given the product [CH2:39]([O:38][C:37]1[CH:36]=[C:35]2[C:30]([N:31]=[C:32]([CH3:42])[C:33]([CH3:41])=[N:34]2)=[CH:29][C:28]=1[B:1]([OH:5])[OH:2])[CH3:40], predict the reactants needed to synthesize it. The reactants are: [B:1]1(B2OC(C)(C)C(C)(C)O2)[O:5]C(C)(C)C(C)(C)[O:2]1.CC([O-])=O.[K+].C(Cl)Cl.Br[C:28]1[CH:29]=[C:30]2[C:35](=[CH:36][C:37]=1[O:38][CH2:39][CH3:40])[N:34]=[C:33]([CH3:41])[C:32]([CH3:42])=[N:31]2.